From a dataset of Drug-target binding data from BindingDB using Ki measurements. Regression. Given a target protein amino acid sequence and a drug SMILES string, predict the binding affinity score between them. We predict pKi (pKi = -log10(Ki in M); higher means stronger inhibition). Dataset: bindingdb_ki. (1) The pKi is 9.1. The small molecule is CN1CC[C@]23c4c5ccc(O)c4O[C@H]2c2[nH]c4ccccc4c2C[C@@]3(O)[C@H]1C5. The target protein (P41143) has sequence MEPAPSAGAELQPPLFANASDAYPSACPSAGANASGPPGARSASSLALAIAITALYSAVCAVGLLGNVLVMFGIVRYTKMKTATNIYIFNLALADALATSTLPFQSAKYLMETWPFGELLCKAVLSIDYYNMFTSIFTLTMMSVDRYIAVCHPVKALDFRTPAKAKLINICIWVLASGVGVPIMVMAVTRPRDGAVVCMLQFPSPSWYWDTVTKICVFLFAFVVPILIITVCYGLMLLRLRSVRLLSGSKEKDRSLRRITRMVLVVVGAFVVCWAPIHIFVIVWTLVDIDRRDPLVVAALHLCIALGYANSSLNPVLYAFLDENFKRCFRQLCRKPCGRPDPSSFSRAREATARERVTACTPSDGPGGGAAA. (2) The drug is COc1ccc(C(CN(C)C)C2(O)CCCCC2)cc1. The target is MLLARMKPQVQPELGGADQ. The pKi is 6.0. (3) The target protein sequence is MDKLDANGSSKEGFGSVEKVVLLTFVSAVILMAVLGNLLVMVAVCRDRQLRKIKTNYFIVSLAFADLLVSVLVMPFGAIELVQDVWIYGEMFCLVRTSLDVLLTTASIFHLCCISLDRYYAICCQPLVYRNKMTPLRVAVLLAGCWAIPVLISFLPIMQGWNNIGITDLERTSKPRLGQDLHVIEKRKFHQNSNSTYCIFMVNKPYAITCSVVAFYIPFLLMVLAYWRIYVTAKEHAHQIQMLQRAGAPAEGRPPSADQHSTHRMRTETKAAKTLCVIMGCFCLCWAPFFVTNVVDPFADYSVPGQVWTAFLWLGYINSGLNPFLYAFLNKSFRRAFLIILCCDDERYRRPCVAGQTVPCSTTTVNGSTHVLRDAVECGGQWESQCHPPATSPLVAAQPSDT. The pKi is 6.0. The small molecule is COc1ccccc1N1CCC(CNCC2COc3ccc(Cl)cc3O2)CC1. (4) The drug is O=C1Cc2cc(CCN3CCN(c4nsc5ccccc45)CC3)c(Cl)cc2N1. The target protein (P07305) has sequence MTENSTSAPAAKPKRAKASKKSTDHPKYSDMIVAAIQAEKNRAGSSRQSIQKYIKSHYKVGENADSQIKLSIKRLVTTGVLKQTKGVGASGSFRLAKSDEPKKSVAFKKTKKEIKKVATPKKASKPKKAASKAPTKKPKATPVKKAKKKLAATPKKAKKPKTVKAKPVKASKPKKAKPVKPKAKSSAKRAGKKK. The pKi is 7.8.